This data is from Catalyst prediction with 721,799 reactions and 888 catalyst types from USPTO. The task is: Predict which catalyst facilitates the given reaction. Reactant: [C:1]1([C:7]([CH:14]2[CH2:19][CH2:18][N:17]([O:20][C:21]([C:23]([CH3:26])([CH3:25])[CH3:24])=[O:22])[CH2:16][CH2:15]2)=[CH:8][C:9]([O:11][CH2:12][CH3:13])=[O:10])[CH:6]=[CH:5][CH:4]=[CH:3][CH:2]=1. Product: [CH3:3][CH2:2][CH2:1][CH:7]([CH3:14])[CH3:8].[C:1]1([CH:7]([CH:14]2[CH2:19][CH2:18][N:17]([O:20][C:21]([C:23]([CH3:24])([CH3:26])[CH3:25])=[O:22])[CH2:16][CH2:15]2)[CH2:8][C:9]([O:11][CH2:12][CH3:13])=[O:10])[CH:6]=[CH:5][CH:4]=[CH:3][CH:2]=1. The catalyst class is: 8.